The task is: Predict the reactants needed to synthesize the given product.. This data is from Full USPTO retrosynthesis dataset with 1.9M reactions from patents (1976-2016). (1) Given the product [CH3:4][C@@H:3]([OH:1])[CH2:2][CH2:9][CH2:8][CH2:7][CH:6]=[CH2:5], predict the reactants needed to synthesize it. The reactants are: [O:1]1[C@H:3]([CH3:4])[CH2:2]1.[CH2:5]([Mg]Br)[CH2:6][CH2:7][CH:8]=[CH2:9]. (2) Given the product [C:45]([CH:44]([NH:43][C:18]([C@@H:13]1[CH2:14][CH2:15][CH2:16][CH2:17][C@H:12]1[NH:11][S:8]([C:5]1[CH:4]=[CH:3][C:2]([Cl:1])=[CH:7][CH:6]=1)(=[O:9])=[O:10])=[O:20])[C:47]1[CH:52]=[CH:51][CH:50]=[C:49]([OH:53])[CH:48]=1)#[N:46], predict the reactants needed to synthesize it. The reactants are: [Cl:1][C:2]1[CH:7]=[CH:6][C:5]([S:8]([NH:11][C@@H:12]2[CH2:17][CH2:16][CH2:15][CH2:14][C@H:13]2[C:18]([OH:20])=O)(=[O:10])=[O:9])=[CH:4][CH:3]=1.F[B-](F)(F)F.C[N+](C)=C(N(C)C)O.C(N(C(C)C)C(C)C)C.[NH2:43][CH:44]([C:47]1[CH:52]=[CH:51][CH:50]=[C:49]([OH:53])[CH:48]=1)[C:45]#[N:46]. (3) The reactants are: [Cl:1][C:2]1[CH:7]=[CH:6][CH:5]=[CH:4][C:3]=1[CH:8]([O:10][C:11](=[O:26])[NH:12][C:13]1[C:14]([CH3:25])=[N:15][O:16][C:17]=1[C:18]1[CH:23]=[CH:22][C:21](Br)=[CH:20][CH:19]=1)[CH3:9].[C:27]([C:30]1[CH:31]=[C:32](B(O)O)[CH:33]=[CH:34][CH:35]=1)([OH:29])=[O:28].C(=O)([O-])[O-].[K+].[K+]. Given the product [Cl:1][C:2]1[CH:7]=[CH:6][CH:5]=[CH:4][C:3]=1[CH:8]([O:10][C:11]([NH:12][C:13]1[C:14]([CH3:25])=[N:15][O:16][C:17]=1[C:18]1[CH:23]=[CH:22][C:21]([C:34]2[CH:33]=[CH:32][CH:31]=[C:30]([C:27]([OH:29])=[O:28])[CH:35]=2)=[CH:20][CH:19]=1)=[O:26])[CH3:9], predict the reactants needed to synthesize it. (4) Given the product [Cl:1][C:2]1[CH:7]=[CH:6][CH:5]=[C:4]([Cl:8])[C:3]=1[CH2:9][CH:10]=[O:11], predict the reactants needed to synthesize it. The reactants are: [Cl:1][C:2]1[CH:7]=[CH:6][CH:5]=[C:4]([Cl:8])[C:3]=1[CH2:9][CH2:10][OH:11].C([O-])(O)=O.[Na+].[O-]S([O-])(=S)=O.[Na+].[Na+].